Dataset: Reaction yield outcomes from USPTO patents with 853,638 reactions. Task: Predict the reaction yield, written as a fraction of the theoretical maximum amount of product (1.0 means a 100% yield; for example, 0.34 means a 34% yield). (1) The reactants are [Br:1][C:2]1[CH:7]=[CH:6][C:5]([C:8]2[C:9](=O)[NH:10][C:11]3[C:19]=2[CH:18]=[C:17]2[C:13](=[C:14]([C:21]4[CH:26]=[CH:25][C:24]([Br:27])=[CH:23][CH:22]=4)[C:15](=[O:20])[NH:16]2)[CH:12]=3)=[CH:4][CH:3]=1.CN(C)C=O.[C:34](=[O:37])([O-])[O-].[K+].[K+].Br[CH2:41][CH:42]([CH2:49][CH2:50][CH2:51][CH2:52][CH2:53][CH2:54][CH2:55][CH3:56])[CH2:43][CH2:44][CH2:45][CH2:46][CH2:47][CH3:48]. The catalyst is CO. The product is [Br:1][C:2]1[CH:3]=[CH:4][C:5]([C:8]2[C:34](=[O:37])[N:10]([CH2:9][CH:8]([CH2:5][CH2:4][CH2:3][CH2:2][CH2:7][CH3:6])[CH2:19][CH2:18][CH2:17][CH2:13][CH2:14][CH2:21][CH2:22][CH3:23])[C:11]3[C:19]=2[CH:18]=[C:17]2[C:13](=[C:14]([C:21]4[CH:22]=[CH:23][C:24]([Br:27])=[CH:25][CH:26]=4)[C:15](=[O:20])[N:16]2[CH2:41][CH:42]([CH2:43][CH2:44][CH2:45][CH2:46][CH2:47][CH3:48])[CH2:49][CH2:50][CH2:51][CH2:52][CH2:53][CH2:54][CH2:55][CH3:56])[CH:12]=3)=[CH:6][CH:7]=1. The yield is 0.530. (2) The reactants are [CH2:1]([N:3]([CH2:20][CH3:21])[CH2:4][CH2:5][N:6]1[CH2:12][CH2:11][CH2:10][C:9]2[NH:13][C:14]([CH:17]=O)=[C:15]([CH3:16])[C:8]=2[C:7]1=[O:19])[CH3:2].[F:22][C:23]1[CH:24]=[C:25]2[C:29](=[CH:30][C:31]=1[NH:32][C:33](=[O:37])[CH:34]([OH:36])[CH3:35])[NH:28][C:27](=[O:38])[CH2:26]2. No catalyst specified. The product is [CH2:1]([N:3]([CH2:20][CH3:21])[CH2:4][CH2:5][N:6]1[CH2:12][CH2:11][CH2:10][C:9]2[NH:13][C:14]([CH:17]=[C:26]3[C:25]4[C:29](=[CH:30][C:31]([NH:32][C:33](=[O:37])[CH:34]([OH:36])[CH3:35])=[C:23]([F:22])[CH:24]=4)[NH:28][C:27]3=[O:38])=[C:15]([CH3:16])[C:8]=2[C:7]1=[O:19])[CH3:2]. The yield is 0.408.